This data is from hERG Central: cardiac toxicity at 1µM, 10µM, and general inhibition. The task is: Predict hERG channel inhibition at various concentrations. (1) The drug is COc1ccc(C(=O)N2CCC(n3nnc4cc(F)ccc43)CC2)cc1OC. Results: hERG_inhib (hERG inhibition (general)): blocker. (2) The compound is O=C(Nc1ccc(-c2nc3ccccc3s2)c(O)c1)C1=COCCO1. Results: hERG_inhib (hERG inhibition (general)): blocker. (3) The compound is O=C(CN1CCN(S(=O)(=O)N2CCOCC2)CC1)Nc1cc(Cl)ccc1Cl. Results: hERG_inhib (hERG inhibition (general)): blocker. (4) The drug is CC(Oc1ccc(F)cc1)C(=O)Nc1nc(-c2ccccn2)cs1. Results: hERG_inhib (hERG inhibition (general)): blocker. (5) The drug is COc1ccc(Cl)cc1NC(=O)CN(C)C(=O)C1CC(=O)N(Cc2ccc(C)cc2)C1. Results: hERG_inhib (hERG inhibition (general)): blocker. (6) The drug is Cc1cccc(C)c1NC(=O)Cn1c(=O)n(CCCC(=O)NC2CCN(Cc3ccccc3)CC2)c(=O)c2ccccc21. Results: hERG_inhib (hERG inhibition (general)): blocker.